This data is from Full USPTO retrosynthesis dataset with 1.9M reactions from patents (1976-2016). The task is: Predict the reactants needed to synthesize the given product. Given the product [NH:1]([C:5]1[CH:10]=[CH:9][C:8]([O:11][CH2:19][C:20]([O:22][CH3:23])=[O:21])=[CH:7][CH:6]=1)[C:2]([CH3:4])=[O:3], predict the reactants needed to synthesize it. The reactants are: [NH:1]([C:5]1[CH:10]=[CH:9][C:8]([OH:11])=[CH:7][CH:6]=1)[C:2]([CH3:4])=[O:3].C(=O)([O-])[O-].[K+].[K+].Br[CH2:19][C:20]([O:22][CH3:23])=[O:21].